From a dataset of Forward reaction prediction with 1.9M reactions from USPTO patents (1976-2016). Predict the product of the given reaction. (1) Given the reactants [Mg].II.[CH3:4][C:5]1[CH:12]=[CH:11][C:8]([CH2:9]Cl)=[CH:7][CH:6]=1.[C:13](#N)[CH:14]([CH3:16])[CH3:15].Cl.C([O:21]CC)C, predict the reaction product. The product is: [CH3:15][CH:14]([CH3:16])[C:13](=[O:21])[CH2:9][C:8]1[CH:11]=[CH:12][C:5]([CH3:4])=[CH:6][CH:7]=1. (2) Given the reactants [OH-].[Na+].[F:3][C@@H:4]1[CH2:8][N:7]([C:9]([O:11][C:12]([CH3:15])([CH3:14])[CH3:13])=[O:10])[C@H:6]([C:16]([O:18]C)=[O:17])[CH2:5]1, predict the reaction product. The product is: [C:12]([O:11][C:9]([N:7]1[CH2:8][C@@H:4]([F:3])[CH2:5][C@H:6]1[C:16]([OH:18])=[O:17])=[O:10])([CH3:15])([CH3:13])[CH3:14]. (3) Given the reactants [NH2:1][C:2]([C:4]1[CH:8]=[C:7]([C:9]2[C:14]([F:15])=[CH:13][C:12]([C:16]([OH:19])([CH3:18])[CH3:17])=[CH:11][C:10]=2[F:20])[S:6][C:5]=1[NH:21][C:22]1[N:27]=[C:26]([C@@:28]2([OH:45])[CH2:33][CH2:32][N:31](C(OCC3C=CC=CC=3)=O)[CH2:30][C@@H:29]2[OH:44])[CH:25]=[CH:24][CH:23]=1)=[O:3].[H][H], predict the reaction product. The product is: [F:15][C:14]1[CH:13]=[C:12]([C:16]([OH:19])([CH3:18])[CH3:17])[CH:11]=[C:10]([F:20])[C:9]=1[C:7]1[S:6][C:5]([NH:21][C:22]2[CH:23]=[CH:24][CH:25]=[C:26]([C@@:28]3([OH:45])[CH2:33][CH2:32][NH:31][CH2:30][C@@H:29]3[OH:44])[N:27]=2)=[C:4]([C:2]([NH2:1])=[O:3])[CH:8]=1. (4) Given the reactants S(=O)(=O)(O)O.[OH:6][C:7]1[CH:12]=[CH:11][C:10]([C:13]2[CH:21]=[CH:20][C:16]([C:17]([OH:19])=[O:18])=[CH:15][CH:14]=2)=[CH:9][CH:8]=1.[CH3:22][CH2:23]CCCC, predict the reaction product. The product is: [CH2:22]([O:18][C:17](=[O:19])[C:16]1[CH:20]=[CH:21][C:13]([C:10]2[CH:9]=[CH:8][C:7]([OH:6])=[CH:12][CH:11]=2)=[CH:14][CH:15]=1)[CH3:23].